Task: Predict which catalyst facilitates the given reaction.. Dataset: Catalyst prediction with 721,799 reactions and 888 catalyst types from USPTO (1) Reactant: C(N(CC)CC)C.[C:8]([C:10]1([OH:15])[CH2:14][CH2:13][CH2:12][CH2:11]1)#[CH:9].[CH2:16]([C:18]([C:29]1[CH:34]=[CH:33][C:32](OS(C(F)(F)F)(=O)=O)=[C:31]([CH3:43])[CH:30]=1)([C:21]1[CH:26]=[CH:25][C:24]([OH:27])=[C:23]([CH3:28])[CH:22]=1)[CH2:19][CH3:20])[CH3:17].C(OCC)(=O)C. Product: [CH2:16]([C:18]([C:21]1[CH:26]=[CH:25][C:24]([OH:27])=[C:23]([CH3:28])[CH:22]=1)([C:29]1[CH:34]=[CH:33][C:32]([C:9]#[C:8][C:10]2([OH:15])[CH2:14][CH2:13][CH2:12][CH2:11]2)=[C:31]([CH3:43])[CH:30]=1)[CH2:19][CH3:20])[CH3:17]. The catalyst class is: 790. (2) Reactant: [SH:1][C:2]1[CH:11]=[CH:10][C:5]([C:6]([O:8][CH3:9])=[O:7])=[CH:4][CH:3]=1.CS(O[CH:17]1[CH2:20][N:19]([C:21]([O:23][C:24]([CH3:27])([CH3:26])[CH3:25])=[O:22])[CH2:18]1)(=O)=O.C([O-])([O-])=O.[Cs+].[Cs+].CCOC(C)=O. Product: [CH3:9][O:8][C:6]([C:5]1[CH:4]=[CH:3][C:2]([S:1][CH:17]2[CH2:18][N:19]([C:21]([O:23][C:24]([CH3:27])([CH3:26])[CH3:25])=[O:22])[CH2:20]2)=[CH:11][CH:10]=1)=[O:7]. The catalyst class is: 3. (3) Reactant: [Si:1]([O:18][CH2:19][CH2:20][N:21]([CH2:42][CH:43]([OH:65])[CH2:44]OC(C1C=CC=CC=1)(C1C=CC=CC=1)C1C=CC=CC=1)[CH2:22][CH2:23][O:24][Si:25]([C:38]([CH3:41])([CH3:40])[CH3:39])([C:32]1[CH:37]=[CH:36][CH:35]=[CH:34][CH:33]=1)[C:26]1[CH:31]=[CH:30][CH:29]=[CH:28][CH:27]=1)([C:14]([CH3:17])([CH3:16])[CH3:15])([C:8]1[CH:13]=[CH:12][CH:11]=[CH:10][CH:9]=1)[C:2]1[CH:7]=[CH:6][CH:5]=[CH:4][CH:3]=1.C(O)=[O:67].C([O-])(O)=O.[Na+]. Product: [Si:25]([O:24][CH2:23][CH2:22][N:21]([CH:42]([OH:67])[CH:43]([OH:65])[CH3:44])[CH2:20][CH2:19][O:18][Si:1]([C:14]([CH3:15])([CH3:16])[CH3:17])([C:2]1[CH:3]=[CH:4][CH:5]=[CH:6][CH:7]=1)[C:8]1[CH:13]=[CH:12][CH:11]=[CH:10][CH:9]=1)([C:38]([CH3:41])([CH3:39])[CH3:40])([C:32]1[CH:37]=[CH:36][CH:35]=[CH:34][CH:33]=1)[C:26]1[CH:31]=[CH:30][CH:29]=[CH:28][CH:27]=1. The catalyst class is: 27. (4) Reactant: [CH:1]1([S:6][CH:7]([C:11]2[CH:16]=[C:15]([F:17])[CH:14]=[C:13]([F:18])[CH:12]=2)[C:8]([OH:10])=O)[CH2:5][CH2:4][CH2:3][CH2:2]1.[NH2:19][C:20]1[CH:25]=[CH:24][CH:23]=[CH:22][N:21]=1. Product: [CH:1]1([S:6][CH:7]([C:11]2[CH:16]=[C:15]([F:17])[CH:14]=[C:13]([F:18])[CH:12]=2)[C:8]([NH:19][C:20]2[CH:25]=[CH:24][CH:23]=[CH:22][N:21]=2)=[O:10])[CH2:2][CH2:3][CH2:4][CH2:5]1. The catalyst class is: 1. (5) Reactant: [Cl:1][C:2]1[S:9][C:8]2[CH:7]=[C:6]([C:10]([OH:12])=O)[NH:5][C:4]=2[C:3]=1[Cl:13].Cl.[NH2:15][C@@H:16]1[CH2:24][C:23]2[C:18](=[CH:19][CH:20]=[CH:21][CH:22]=2)[C@H:17]1[C:25]([CH2:34][CH2:35][O:36][CH2:37][CH3:38])([C:30]([O:32][CH3:33])=[O:31])[C:26]([O:28][CH3:29])=[O:27].C(N(CC)CC)C.C1C=CC2N(O)N=NC=2C=1.CCN=C=NCCCN(C)C. Product: [Cl:1][C:2]1[S:9][C:8]2[CH:7]=[C:6]([C:10]([NH:15][C@@H:16]3[CH2:24][C:23]4[C:18](=[CH:19][CH:20]=[CH:21][CH:22]=4)[C@H:17]3[C:25]([CH2:34][CH2:35][O:36][CH2:37][CH3:38])([C:30]([O:32][CH3:33])=[O:31])[C:26]([O:28][CH3:29])=[O:27])=[O:12])[NH:5][C:4]=2[C:3]=1[Cl:13]. The catalyst class is: 18.